Dataset: Forward reaction prediction with 1.9M reactions from USPTO patents (1976-2016). Task: Predict the product of the given reaction. Given the reactants C(OC([N:8]1[CH2:13][CH2:12][CH:11]([N:14]2[CH2:19][CH2:18][N:17]([C:20](=[O:34])[NH:21][C:22]3[CH:27]=[CH:26][C:25]([Br:28])=[C:24]([O:29][C:30]([F:33])([F:32])[F:31])[CH:23]=3)[CH2:16][CH2:15]2)[CH2:10][CH2:9]1)=O)(C)(C)C, predict the reaction product. The product is: [Br:28][C:25]1[CH:26]=[CH:27][C:22]([NH:21][C:20]([N:17]2[CH2:16][CH2:15][N:14]([CH:11]3[CH2:12][CH2:13][NH:8][CH2:9][CH2:10]3)[CH2:19][CH2:18]2)=[O:34])=[CH:23][C:24]=1[O:29][C:30]([F:31])([F:32])[F:33].